This data is from Full USPTO retrosynthesis dataset with 1.9M reactions from patents (1976-2016). The task is: Predict the reactants needed to synthesize the given product. (1) Given the product [CH2:11]([NH:10][C:8](=[O:9])[C:7]1[CH:23]=[CH:24][C:4]([CH:1]([NH:32][CH2:31][C:30]2[CH:29]=[CH:28][C:27]([C:26]([F:25])([F:35])[F:36])=[CH:34][CH:33]=2)[CH3:2])=[CH:5][CH:6]=1)[CH2:12][CH2:13][CH2:14][CH2:15][CH2:16][CH2:17][CH2:18][CH2:19][CH2:20][CH2:21][CH3:22], predict the reactants needed to synthesize it. The reactants are: [C:1]([C:4]1[CH:24]=[CH:23][C:7]([C:8]([NH:10][CH2:11][CH2:12][CH2:13][CH2:14][CH2:15][CH2:16][CH2:17][CH2:18][CH2:19][CH2:20][CH2:21][CH3:22])=[O:9])=[CH:6][CH:5]=1)(=O)[CH3:2].[F:25][C:26]([F:36])([F:35])[C:27]1[CH:34]=[CH:33][C:30]([CH2:31][NH2:32])=[CH:29][CH:28]=1. (2) Given the product [N:7]1([CH2:10][C:11]2[CH:12]=[CH:13][C:14]([CH2:17][NH:18][C:19](=[O:21])[CH3:20])=[CH:15][CH:16]=2)[CH2:8][CH2:9][NH:4][CH2:5][CH2:6]1, predict the reactants needed to synthesize it. The reactants are: C([N:4]1[CH2:9][CH2:8][N:7]([CH2:10][C:11]2[CH:16]=[CH:15][C:14]([CH2:17][NH:18][C:19](=[O:21])[CH3:20])=[CH:13][CH:12]=2)[CH2:6][CH2:5]1)(=O)C.[OH-].[Na+].O. (3) Given the product [OH:1][C:2]1[CH:7]=[CH:6][C:5]([C:8]2[CH:12]=[C:11]([C:13]3[CH:18]=[CH:17][CH:16]=[CH:15][CH:14]=3)[NH:10][C:9]=2[C:19]([NH:23][CH2:24][CH2:25][CH2:26][CH2:27][CH2:28][C:29]([O:31][CH3:32])=[O:30])=[O:20])=[CH:4][CH:3]=1, predict the reactants needed to synthesize it. The reactants are: [OH:1][C:2]1[CH:7]=[CH:6][C:5]([C:8]2[CH:12]=[C:11]([C:13]3[CH:18]=[CH:17][CH:16]=[CH:15][CH:14]=3)[NH:10][C:9]=2[C:19](O)=[O:20])=[CH:4][CH:3]=1.Cl.[NH2:23][CH2:24][CH2:25][CH2:26][CH2:27][CH2:28][C:29]([O:31][CH3:32])=[O:30].C(N(CC)CC)C.ON1C2C=CC=CC=2N=N1.Cl.CN(C)CCCN=C=NCC.CN1CCOCC1. (4) Given the product [OH:9][CH:4]([CH2:3][NH:2][S:26]([C:21]1[CH:22]=[CH:23][CH:24]=[CH:25][C:20]=1[N+:17]([O-:19])=[O:18])(=[O:27])=[O:28])[C:5]([O:7][CH3:8])=[O:6], predict the reactants needed to synthesize it. The reactants are: Cl.[NH2:2][CH2:3][CH:4]([OH:9])[C:5]([O:7][CH3:8])=[O:6].C(N(CC)CC)C.[N+:17]([C:20]1[CH:25]=[CH:24][CH:23]=[CH:22][C:21]=1[S:26](Cl)(=[O:28])=[O:27])([O-:19])=[O:18].O.